From a dataset of Cav3 T-type calcium channel HTS with 100,875 compounds. Binary Classification. Given a drug SMILES string, predict its activity (active/inactive) in a high-throughput screening assay against a specified biological target. (1) The molecule is Clc1cc(/N=C(\N2CCOCC2)c2ccccc2)ccc1Cl. The result is 0 (inactive). (2) The molecule is O=c1n(c2c(n1C)cccc2)CC(=O)NCCOC. The result is 0 (inactive). (3) The molecule is O=C1C2=C(N(C3=C(C2)C(=O)CCC3)c2ccc(OC)cc2)CCC1. The result is 0 (inactive). (4) The result is 0 (inactive). The compound is S(=O)(=O)(NCC(O)COc1ccc(cc1)C)c1c(C(=O)N2CCCCC2)cccc1. (5) The molecule is Brc1c(S(=O)(=O)N2CCCCC2)cc(cc1)C(=O)Nc1cc(O)ccc1. The result is 0 (inactive). (6) The drug is Clc1c(Cn2nc(c(NC(=O)c3sc4c(c3Cl)cccc4)c2C)C)ccc(Cl)c1. The result is 0 (inactive). (7) The drug is S(c1n(nc(n1)c1ccccc1)C(=O)c1occc1)C. The result is 0 (inactive).